This data is from Forward reaction prediction with 1.9M reactions from USPTO patents (1976-2016). The task is: Predict the product of the given reaction. Given the reactants [C:1]([O:5][C@@H:6]([C:11]1[C:40]([CH3:41])=[CH:39][C:38]2=[N:42][C:35]3=[CH:36][N:37]2[C:12]=1[N:13]1[CH2:47][CH2:46][C:16]([CH3:48])([O:17][CH2:18][CH:19]=[CH:20][CH2:21][C@H:22]([CH3:45])[O:23][C:24]2[CH:25]=[CH:26][C:27]([CH3:44])=[CH:28][C:29]=2[C:30]2[CH:43]=[C:34]3[CH:33]=[CH:32][CH:31]=2)[CH2:15][CH2:14]1)[C:7]([O:9]C)=[O:8])([CH3:4])([CH3:3])[CH3:2].C(O[C@@H](C1C(C)=CC2=NC3=CN2C=1N1CCC(C)(OCC=CC[C@H](C)OC2C=C(F)C=CC=2C2C=C3C=CC=2)CC1)C(O)=O)(C)(C)C, predict the reaction product. The product is: [C:1]([O:5][C@@H:6]([C:11]1[C:40]([CH3:41])=[CH:39][C:38]2=[N:42][C:35]3=[CH:36][N:37]2[C:12]=1[N:13]1[CH2:47][CH2:46][C:16]([CH3:48])([O:17][CH2:18][CH:19]=[CH:20][CH2:21][C@H:22]([CH3:45])[O:23][C:24]2[CH:25]=[CH:26][C:27]([CH3:44])=[CH:28][C:29]=2[C:30]2[CH:43]=[C:34]3[CH:33]=[CH:32][CH:31]=2)[CH2:15][CH2:14]1)[C:7]([OH:9])=[O:8])([CH3:4])([CH3:2])[CH3:3].